Dataset: Forward reaction prediction with 1.9M reactions from USPTO patents (1976-2016). Task: Predict the product of the given reaction. (1) Given the reactants [CH2:1](OC1C=CC(N2C3C=CC(O)=CC=3N=C2)=CC=1)C.[CH2:20]([O:22][C:23]1[CH:28]=[CH:27][C:26]([N:29]2[C:33]3[CH:34]=[CH:35][C:36]([O:38][CH2:39][C:40]4[CH:45]=[CH:44][C:43]([CH2:46][CH3:47])=[CH:42][CH:41]=4)=[CH:37][C:32]=3[N:31]=[CH:30]2)=[CH:25][CH:24]=1)C, predict the reaction product. The product is: [CH:46]([C:43]1[CH:42]=[CH:41][C:40]([CH2:39][O:38][C:36]2[CH:35]=[CH:34][C:33]3[N:29]([C:26]4[CH:25]=[CH:24][C:23]([O:22][CH3:20])=[CH:28][CH:27]=4)[CH:30]=[N:31][C:32]=3[CH:37]=2)=[CH:45][CH:44]=1)([CH3:47])[CH3:1]. (2) Given the reactants [C:1]([C:3]1[CH:12]=[C:11]2[C:6]([CH:7]=[CH:8][C:9]([O:13][CH:14]([CH2:23][CH3:24])[C:15]([NH:17][C:18]([CH3:22])([CH3:21])[CH2:19][OH:20])=[O:16])=[CH:10]2)=[CH:5][CH:4]=1)#[CH:2].C(N(CC)C(C)C)(C)C.[CH3:34][O:35][CH2:36]Br, predict the reaction product. The product is: [C:1]([C:3]1[CH:12]=[C:11]2[C:6]([CH:7]=[CH:8][C:9]([O:13][CH:14]([CH2:23][CH3:24])[C:15]([NH:17][C:18]([CH3:21])([CH3:22])[CH2:19][O:20][CH2:34][O:35][CH3:36])=[O:16])=[CH:10]2)=[CH:5][CH:4]=1)#[CH:2]. (3) Given the reactants [C:1]1(B(O)O)[CH:6]=[CH:5][CH:4]=[CH:3][CH:2]=1.C(=O)([O-])[O-].[K+].[K+].[C:31]1([CH3:36])[CH:32]=[CH:33][CH:34]=[CH:35][C:30]=1P([C:30]1[CH:35]=[CH:34][CH:33]=[CH:32][C:31]=1[CH3:36])[C:30]1[CH:35]=[CH:34][CH:33]=[CH:32][C:31]=1[CH3:36], predict the reaction product. The product is: [C:1]1([C:36]2[C:30]3[C:31]([CH:36]=[C:30]4[C:31]=2[CH:32]=[CH:33][CH:34]=[CH:35]4)=[CH:32][CH:33]=[CH:34][CH:35]=3)[CH:6]=[CH:5][CH:4]=[CH:3][CH:2]=1. (4) Given the reactants [CH3:1][O:2][C:3]1[CH:24]=[CH:23][C:6]([CH2:7][N:8]2[CH:12]=[C:11]([C:13](=[O:16])[CH:14]=[CH2:15])[C:10]([CH:17]([OH:22])[C:18]([F:21])([F:20])[F:19])=[N:9]2)=[CH:5][CH:4]=1.B(F)(F)F.CCOCC, predict the reaction product. The product is: [CH3:1][O:2][C:3]1[CH:4]=[CH:5][C:6]([CH2:7][N:8]2[CH:12]=[C:11]3[C:13](=[O:16])[CH2:14][CH2:15][O:22][CH:17]([C:18]([F:19])([F:20])[F:21])[C:10]3=[N:9]2)=[CH:23][CH:24]=1. (5) Given the reactants [F:1][C:2]1[CH:3]=[C:4]([CH2:16][OH:17])[CH:5]=[CH:6][C:7]=1[O:8][C:9]1[CH:14]=[CH:13][C:12]([F:15])=[CH:11][CH:10]=1.Cl[C:19]1[CH:29]=[C:23]2[N:24]([CH3:28])[CH2:25][CH2:26][CH2:27][N:22]2[C:21](=[O:30])[N:20]=1, predict the reaction product. The product is: [F:1][C:2]1[CH:3]=[C:4]([CH:5]=[CH:6][C:7]=1[O:8][C:9]1[CH:14]=[CH:13][C:12]([F:15])=[CH:11][CH:10]=1)[CH2:16][O:17][C:19]1[CH:29]=[C:23]2[N:24]([CH3:28])[CH2:25][CH2:26][CH2:27][N:22]2[C:21](=[O:30])[N:20]=1. (6) Given the reactants BrCCCC[N:6]1[C:10]2[CH:11]=[CH:12][CH:13]=[CH:14][C:9]=2[N:8]=[C:7]1[C:15]1[CH:20]=[CH:19][C:18]([F:21])=[CH:17][CH:16]=1.[OH:22][C:23]1[C:28]([CH3:29])=[C:27]([OH:30])[CH:26]=[CH:25][C:24]=1[C:31](=[O:36])[CH2:32][CH:33]([CH3:35])[CH3:34], predict the reaction product. The product is: [F:21][C:18]1[CH:17]=[CH:16][C:15]([C:7]2[N:6]([O:22][CH2:23][CH2:24][CH2:25][CH2:26][O:30][C:27]3[CH:26]=[CH:25][C:24]([C:31](=[O:36])[CH2:32][CH:33]([CH3:34])[CH3:35])=[C:23]([OH:22])[C:28]=3[CH3:29])[C:10]3[CH:11]=[CH:12][CH:13]=[CH:14][C:9]=3[N:8]=2)=[CH:20][CH:19]=1.